From a dataset of Reaction yield outcomes from USPTO patents with 853,638 reactions. Predict the reaction yield, written as a fraction of the theoretical maximum amount of product (1.0 means a 100% yield; for example, 0.34 means a 34% yield). (1) The yield is 0.430. The reactants are [CH2:1]([NH:3][C:4]([N:6]=[C:7](OC)[C:8]1[CH:13]=[CH:12][CH:11]=[CH:10][CH:9]=1)=[O:5])[CH3:2].Cl.Cl.[NH2:18][CH:19]([CH2:32][CH:33]1[CH2:38][CH2:37][CH2:36][CH2:35][CH2:34]1)[C:20]([NH:22][C:23]1([C:30]#[N:31])[CH2:28][CH2:27][N:26]([CH3:29])[CH2:25][CH2:24]1)=[O:21].C(N(CC)C(C)C)(C)C. The product is [C:30]([C:23]1([NH:22][C:20](=[O:21])[CH:19]([NH:18][C:7](=[N:6][C:4](=[O:5])[NH:3][CH2:1][CH3:2])[C:8]2[CH:9]=[CH:10][CH:11]=[CH:12][CH:13]=2)[CH2:32][CH:33]2[CH2:34][CH2:35][CH2:36][CH2:37][CH2:38]2)[CH2:24][CH2:25][N:26]([CH3:29])[CH2:27][CH2:28]1)#[N:31]. The catalyst is CO. (2) The reactants are [N+:1]([C:4]1[CH:5]=[N:6][CH:7]=[CH:8][C:9]=1[C:10]1[O:15][C@H:14](/[CH:16]=[CH:17]/[C:18]([O:20][CH2:21][CH3:22])=[O:19])[C@@H:13]([O:23][Si:24]([CH:31]([CH3:33])[CH3:32])([CH:28]([CH3:30])[CH3:29])[CH:25]([CH3:27])[CH3:26])[C@H:12]([O:34][Si:35]([CH:42]([CH3:44])[CH3:43])([CH:39]([CH3:41])[CH3:40])[CH:36]([CH3:38])[CH3:37])[CH:11]=1)([O-])=O. The catalyst is CCO.[Pd]. The product is [NH2:1][C:4]1[CH:5]=[N:6][CH:7]=[CH:8][C:9]=1[C@H:10]1[O:15][C@H:14]([CH2:16][CH2:17][C:18]([O:20][CH2:21][CH3:22])=[O:19])[C@@H:13]([O:23][Si:24]([CH:25]([CH3:27])[CH3:26])([CH:31]([CH3:32])[CH3:33])[CH:28]([CH3:29])[CH3:30])[C@H:12]([O:34][Si:35]([CH:36]([CH3:37])[CH3:38])([CH:39]([CH3:41])[CH3:40])[CH:42]([CH3:44])[CH3:43])[CH2:11]1. The yield is 0.760.